Dataset: Forward reaction prediction with 1.9M reactions from USPTO patents (1976-2016). Task: Predict the product of the given reaction. (1) Given the reactants Cl[C:2]1[N:3]=[N:4][CH:5]=[C:6](Cl)[C:7]=1[Cl:8].CC1C=CC(S(O)(=O)=O)=CC=1.[C:21]1([CH3:33])[CH:26]=[CH:25][CH:24]=[CH:23][C:22]=1[CH:27]1[CH2:32][CH2:31][NH:30][CH2:29][CH2:28]1.C(=O)([O-])[O-].[K+].[K+].[NH2:40][NH2:41], predict the reaction product. The product is: [Cl:8][C:7]1[C:6]([N:30]2[CH2:31][CH2:32][CH:27]([C:22]3[CH:23]=[CH:24][CH:25]=[CH:26][C:21]=3[CH3:33])[CH2:28][CH2:29]2)=[CH:5][N:4]=[N:3][C:2]=1[NH:40][NH2:41]. (2) Given the reactants [N:1]1[CH:6]=[CH:5][CH:4]=[C:3]([NH:7][C:8]([C:10]2[C:18]3[C:17]4[CH:19]=[CH:20][CH:21]=[CH:22][C:16]=4[O:15][C:14]=3[C:13]([O:23][CH2:24][CH:25]3[CH2:27][CH2:26]3)=[CH:12][CH:11]=2)=[O:9])[CH:2]=1.ClC1C=CC=C(C(OO)=[O:36])C=1, predict the reaction product. The product is: [N:1]1[CH:6]=[CH:5][CH:4]=[C:3]([NH+:7]([O-:36])[C:8]([C:10]2[C:18]3[C:17]4[CH:19]=[CH:20][CH:21]=[CH:22][C:16]=4[O:15][C:14]=3[C:13]([O:23][CH2:24][CH:25]3[CH2:27][CH2:26]3)=[CH:12][CH:11]=2)=[O:9])[CH:2]=1. (3) Given the reactants [CH2:1]([O:8][C:9]1[CH:14]=[C:13](/[CH:15]=[CH:16]/Br)[C:12]([CH3:18])=[CH:11][C:10]=1[O:19][CH3:20])[C:2]1[CH:7]=[CH:6][CH:5]=[CH:4][CH:3]=1.[Li]C(C)(C)C.[CH3:26][O:27][C:28]1[CH:29]=[C:30]2[C:35](=[CH:36][C:37]=1[O:38][CH3:39])[CH:34]=[N:33][CH2:32][CH2:31]2, predict the reaction product. The product is: [CH2:1]([O:8][C:9]1[C:10]([O:19][CH3:20])=[CH:11][C:12]([CH3:18])=[C:13](/[CH:15]=[CH:16]/[CH:34]2[C:35]3[C:30](=[CH:29][C:28]([O:27][CH3:26])=[C:37]([O:38][CH3:39])[CH:36]=3)[CH2:31][CH2:32][NH:33]2)[CH:14]=1)[C:2]1[CH:7]=[CH:6][CH:5]=[CH:4][CH:3]=1. (4) Given the reactants C(Cl)Cl.[Br:4][C:5]1[CH:11]=[CH:10][CH:9]=[CH:8][C:6]=1[NH2:7].[C:12](Cl)(=[O:17])[C:13]([CH3:16])([CH3:15])[CH3:14], predict the reaction product. The product is: [Br:4][C:5]1[CH:11]=[CH:10][CH:9]=[CH:8][C:6]=1[NH:7][C:12](=[O:17])[C:13]([CH3:16])([CH3:15])[CH3:14]. (5) Given the reactants Cl[C:2]1[N:3]=[C:4]([N:15]2[CH2:20][CH2:19][O:18][CH2:17][CH2:16]2)[C:5]2[S:10][C:9]([C:11]([OH:14])([CH3:13])[CH3:12])=[CH:8][C:6]=2[N:7]=1.[NH2:21][C:22]1[CH:27]=[CH:26][C:25](B2OC(C)(C)C(C)(C)O2)=[CH:24][N:23]=1, predict the reaction product. The product is: [NH2:21][C:22]1[N:23]=[CH:24][C:25]([C:2]2[N:3]=[C:4]([N:15]3[CH2:20][CH2:19][O:18][CH2:17][CH2:16]3)[C:5]3[S:10][C:9]([C:11]([OH:14])([CH3:13])[CH3:12])=[CH:8][C:6]=3[N:7]=2)=[CH:26][CH:27]=1. (6) The product is: [NH2:17][C:9]1[CH:8]=[C:7]([CH2:6][NH:5][S:2]([CH3:1])(=[O:4])=[O:3])[CH:16]=[CH:15][C:10]=1[C:11]([O:13][CH3:14])=[O:12]. Given the reactants [CH3:1][S:2]([NH:5][CH2:6][C:7]1[CH:16]=[CH:15][C:10]([C:11]([O:13][CH3:14])=[O:12])=[C:9]([N+:17]([O-])=O)[CH:8]=1)(=[O:4])=[O:3].Cl.[H][H], predict the reaction product.